Dataset: Forward reaction prediction with 1.9M reactions from USPTO patents (1976-2016). Task: Predict the product of the given reaction. The product is: [C:30]([O:29][C:26](=[O:28])[CH2:27][C:3]([C:4]1[CH:9]=[CH:8][CH:7]=[C:6]([C:10]2[CH:15]=[C:14]([CH2:16][O:17][CH:18]3[CH2:23][CH2:22][CH2:21][CH2:20][O:19]3)[N:13]=[C:12]([CH3:24])[CH:11]=2)[CH:5]=1)=[O:2])([CH3:33])([CH3:32])[CH3:31]. Given the reactants C[O:2][C:3](=O)[C:4]1[CH:9]=[CH:8][CH:7]=[C:6]([C:10]2[CH:15]=[C:14]([CH2:16][O:17][CH:18]3[CH2:23][CH2:22][CH2:21][CH2:20][O:19]3)[N:13]=[C:12]([CH3:24])[CH:11]=2)[CH:5]=1.[C:26]([O:29][C:30]([CH3:33])([CH3:32])[CH3:31])(=[O:28])[CH3:27], predict the reaction product.